Dataset: Reaction yield outcomes from USPTO patents with 853,638 reactions. Task: Predict the reaction yield, written as a fraction of the theoretical maximum amount of product (1.0 means a 100% yield; for example, 0.34 means a 34% yield). (1) The product is [ClH:1].[F:21][C:3]([F:2])([F:22])[C:4]([NH:6][CH2:7][C:8]1[CH:13]=[CH:12][C:11]([F:14])=[C:10]([CH:15]2[CH2:20][CH2:19][NH:18][CH2:17][CH2:16]2)[CH:9]=1)=[O:5]. The yield is 0.890. The reactants are [ClH:1].[F:2][C:3]([F:22])([F:21])[C:4]([NH:6][CH2:7][C:8]1[CH:13]=[CH:12][C:11]([F:14])=[C:10]([C:15]2[CH:20]=[CH:19][N:18]=[CH:17][CH:16]=2)[CH:9]=1)=[O:5]. The catalyst is [Pt].CO. (2) The reactants are [CH2:1]([O:3][C:4](=[O:19])[CH:5]=[C:6]([O:8][C:9]1[CH:14]=[CH:13][CH:12]=[C:11]([C:15]([F:18])([F:17])[F:16])[CH:10]=1)[CH3:7])[CH3:2].[Br:20]N1C(=O)CCC1=O.C(OOC(=O)C1C=CC=CC=1)(=O)C1C=CC=CC=1. The catalyst is C(Cl)(Cl)(Cl)Cl. The product is [CH2:1]([O:3][C:4](=[O:19])[CH:5]=[C:6]([O:8][C:9]1[CH:14]=[CH:13][CH:12]=[C:11]([C:15]([F:16])([F:18])[F:17])[CH:10]=1)[CH2:7][Br:20])[CH3:2]. The yield is 0.830. (3) The reactants are CO[C:3]([C:5]1[CH2:6][CH2:7][N:8]([C:11]2[N:16]=[CH:15][CH:14]=[CH:13][N:12]=2)[CH2:9][CH:10]=1)=[O:4].Cl.[CH3:18][NH:19][O:20][CH3:21].C([Mg]Cl)(C)C. The catalyst is C1COCC1. The product is [CH3:21][O:20][N:19]([CH3:18])[C:3]([C:5]1[CH2:6][CH2:7][N:8]([C:11]2[N:12]=[CH:13][CH:14]=[CH:15][N:16]=2)[CH2:9][CH:10]=1)=[O:4]. The yield is 0.580. (4) The reactants are [C-]#N.[K+].C(CCC1C=C2C(=CC=1)N[C:12](=[O:17])C2)#N.Cl[CH2:19][CH2:20][C:21]1[CH:22]=[C:23]2[C:27](=[CH:28][CH:29]=1)[NH:26][C:25](=[O:30])[CH2:24]2.CS(C)=[O:33]. No catalyst specified. The product is [C:12]([CH2:19][CH2:20][C:21]1[CH:22]=[C:23]2[C:27](=[CH:28][CH:29]=1)[NH:26][C:25](=[O:30])[CH2:24]2)([OH:17])=[O:33]. The yield is 0.420. (5) The reactants are [CH2:1]([O:4][C:5](=[O:27])[CH2:6][O:7][C:8]1[CH:13]=[CH:12][C:11]([NH2:14])=[CH:10][C:9]=1[C:15](=[O:26])[NH:16][CH2:17][C:18]1[CH:23]=[CH:22][C:21]([Br:24])=[CH:20][C:19]=1[F:25])[CH:2]=[CH2:3].N1C=CC=CC=1.[C:34](OC(=O)C)(=[O:36])[CH3:35].C(OCC)(=O)C. The catalyst is O1CCCC1. The product is [CH2:1]([O:4][C:5](=[O:27])[CH2:6][O:7][C:8]1[CH:13]=[CH:12][C:11]([NH:14][C:34](=[O:36])[CH3:35])=[CH:10][C:9]=1[C:15](=[O:26])[NH:16][CH2:17][C:18]1[CH:23]=[CH:22][C:21]([Br:24])=[CH:20][C:19]=1[F:25])[CH:2]=[CH2:3]. The yield is 0.870. (6) The reactants are CO.C([O:10][C:11]1[C:12]([CH3:32])=[C:13]([CH3:31])[C:14]([NH:18][C:19](=[O:30])[C:20]2[CH:25]=[CH:24][C:23]([C:26]([CH3:29])([CH3:28])[CH3:27])=[CH:22][CH:21]=2)=[N:15][C:16]=1[CH3:17])C1C=CC=CC=1. The catalyst is [Pd]. The product is [OH:10][C:11]1[C:12]([CH3:32])=[C:13]([CH3:31])[C:14]([NH:18][C:19](=[O:30])[C:20]2[CH:25]=[CH:24][C:23]([C:26]([CH3:27])([CH3:28])[CH3:29])=[CH:22][CH:21]=2)=[N:15][C:16]=1[CH3:17]. The yield is 0.990.